From a dataset of Full USPTO retrosynthesis dataset with 1.9M reactions from patents (1976-2016). Predict the reactants needed to synthesize the given product. Given the product [CH:5]1[CH:6]=[CH:7][CH:8]=[C:9]2[C:4]=1[CH:3]=[C:2]1[C:16]3[CH:17]=[CH:12][CH:13]=[CH:14][C:15]=3[N:18]=[C:1]12, predict the reactants needed to synthesize it. The reactants are: [C:1]1(=O)[C:9]2[C:4](=[CH:5][CH:6]=[CH:7][CH:8]=2)[CH2:3][CH2:2]1.Cl.[C:12]1(C)[CH:17]=[CH:16][C:15]([NH:18]N)=[CH:14][CH:13]=1.